From a dataset of Reaction yield outcomes from USPTO patents with 853,638 reactions. Predict the reaction yield, written as a fraction of the theoretical maximum amount of product (1.0 means a 100% yield; for example, 0.34 means a 34% yield). (1) The product is [Br:23][C:13]1[S:12][C:11]([CH2:10][N:2]([CH3:1])[C:3](=[O:9])[O:4][C:5]([CH3:8])([CH3:6])[CH3:7])=[CH:15][C:14]=1[S:16][C:17]1[CH:18]=[N:19][CH:20]=[CH:21][CH:22]=1. The reactants are [CH3:1][N:2]([CH2:10][C:11]1[S:12][CH:13]=[C:14]([S:16][C:17]2[CH:18]=[N:19][CH:20]=[CH:21][CH:22]=2)[CH:15]=1)[C:3](=[O:9])[O:4][C:5]([CH3:8])([CH3:7])[CH3:6].[Br:23]N1C(=O)CCC1=O.C(=O)([O-])O.[Na+]. The yield is 0.680. The catalyst is CN(C)C=O. (2) The reactants are C1(C)C=CC(S(N[C@H](C2C=CC=CC=2)[C@@H](C2C=CC=CC=2)N)(=O)=O)=CC=1.C(O)(C)C.CC(C)([O-])C.[K+].[Cl:37][CH2:38][C:39]([C:41]1[CH:46]=[CH:45][CH:44]=[C:43]([CH3:47])[CH:42]=1)=[O:40]. The catalyst is C(O)(C)C. The product is [Cl:37][CH2:38][CH:39]([C:41]1[CH:46]=[CH:45][CH:44]=[C:43]([CH3:47])[CH:42]=1)[OH:40]. The yield is 0.930. (3) The reactants are [NH2:1][C:2]1[N:27]=[C:5]2[CH:6]=[CH:7][C:8]([C:10]3[CH:15]=[CH:14][C:13]([NH:16][C:17](=[O:26])[CH2:18][C:19]4[CH:24]=[CH:23][C:22]([F:25])=[CH:21][CH:20]=4)=[CH:12][CH:11]=3)=[CH:9][N:4]2[N:3]=1.[CH2:28]([N:30]([CH2:44][CH3:45])[C:31](=[O:43])[C:32]1[CH:37]=[CH:36][C:35](I)=[C:34]([O:39][CH:40]([CH3:42])[CH3:41])[CH:33]=1)[CH3:29].CC(C1C=C(C(C)C)C(C2C=CC=CC=2P(C2CCCCC2)C2CCCCC2)=C(C(C)C)C=1)C.CC(C)([O-])C.[Na+]. No catalyst specified. The product is [CH2:44]([N:30]([CH2:28][CH3:29])[C:31](=[O:43])[C:32]1[CH:37]=[CH:36][C:35]([NH:1][C:2]2[N:27]=[C:5]3[CH:6]=[CH:7][C:8]([C:10]4[CH:11]=[CH:12][C:13]([NH:16][C:17](=[O:26])[CH2:18][C:19]5[CH:24]=[CH:23][C:22]([F:25])=[CH:21][CH:20]=5)=[CH:14][CH:15]=4)=[CH:9][N:4]3[N:3]=2)=[C:34]([O:39][CH:40]([CH3:41])[CH3:42])[CH:33]=1)[CH3:45]. The yield is 0.200. (4) The reactants are [NH2:1][C:2]1[CH:3]=[CH:4][C:5]([O:23][CH3:24])=[C:6]([NH:8][C:9]2[N:14]=[C:13]([NH:15][C:16]3[CH:21]=[CH:20][CH:19]=[CH:18][CH:17]=3)[C:12]([F:22])=[CH:11][N:10]=2)[CH:7]=1.[C:25]([CH2:27][C:28](O)=[O:29])#[N:26].CN(C(ON1N=NC2C=CC=NC1=2)=[N+](C)C)C.F[P-](F)(F)(F)(F)F.CCN(C(C)C)C(C)C. The catalyst is C(Cl)Cl. The product is [F:22][C:12]1[C:13]([NH:15][C:16]2[CH:21]=[CH:20][CH:19]=[CH:18][CH:17]=2)=[N:14][C:9]([NH:8][C:6]2[CH:7]=[C:2]([NH:1][C:28](=[O:29])[CH2:27][C:25]#[N:26])[CH:3]=[CH:4][C:5]=2[O:23][CH3:24])=[N:10][CH:11]=1. The yield is 0.970.